This data is from Full USPTO retrosynthesis dataset with 1.9M reactions from patents (1976-2016). The task is: Predict the reactants needed to synthesize the given product. (1) Given the product [CH2:9]=[C:10]1[CH2:11][CH2:12][CH:13]([C:16](=[O:18])[CH2:36][S:20]([C:32]2[CH:31]=[CH:30][C:35]([O:28][CH2:25][C:43]3[C:45]4[C:50](=[CH:49][CH:48]=[CH:47][CH:46]=4)[N:4]=[C:1]([CH3:2])[CH:44]=3)=[CH:34][CH:33]=2)(=[O:24])=[O:21])[CH2:14][CH2:15]1, predict the reactants needed to synthesize it. The reactants are: [CH:1]([N-:4]C(C)C)(C)[CH3:2].[Li+].[CH2:9]=[C:10]1[CH2:15][CH2:14][CH:13]([C:16]([O:18]C)=O)[CH2:12][CH2:11]1.[S:20](=[O:24])(=O)(O)[OH:21].[C:25](=[O:28])(O)[O-].[Na+].[CH3:30][CH2:31][CH2:32][CH2:33][CH2:34][CH3:35].[CH3:36]CCCCCC.[CH2:43]([C:45]1[CH:50]=[CH:49][CH:48]=[CH:47][CH:46]=1)[CH3:44]. (2) Given the product [Br:12][C:8]1[CH:9]=[C:10]([OH:11])[C:2]([NH:1][C:19](=[O:24])[C:20]([CH3:23])([CH3:22])[CH3:21])=[C:3]([CH:7]=1)[C:4]([OH:6])=[O:5], predict the reactants needed to synthesize it. The reactants are: [NH2:1][C:2]1[C:10]([OH:11])=[CH:9][C:8]([Br:12])=[CH:7][C:3]=1[C:4]([OH:6])=[O:5].N1C=CC=CC=1.[C:19](Cl)(=[O:24])[C:20]([CH3:23])([CH3:22])[CH3:21].Cl.